Dataset: Forward reaction prediction with 1.9M reactions from USPTO patents (1976-2016). Task: Predict the product of the given reaction. (1) Given the reactants [C:1]([O:5][C:6]([N:8]1[CH2:13][CH2:12][CH:11]([NH2:14])[CH2:10][CH2:9]1)=[O:7])([CH3:4])([CH3:3])[CH3:2].C(N(C(C)C)CC)(C)C.[Br:24][C:25]1[S:26][C:27]([C:31](Cl)=[O:32])=[C:28]([CH3:30])[N:29]=1.C1N(P(N2CC2)(N2CC2)=S)C1.ClC(Cl)C, predict the reaction product. The product is: [C:1]([O:5][C:6]([N:8]1[CH2:13][CH2:12][CH:11]([NH:14][C:31]([C:27]2[S:26][C:25]([Br:24])=[N:29][C:28]=2[CH3:30])=[O:32])[CH2:10][CH2:9]1)=[O:7])([CH3:4])([CH3:2])[CH3:3]. (2) The product is: [O:31]=[C:30]([NH:19][NH:18][C:16](=[O:17])[C:15]1[CH:20]=[CH:21][C:12]([N:9]2[CH2:10][CH2:11][CH:6]([O:5][C:4]3[CH:22]=[CH:23][CH:24]=[CH:25][C:3]=3[C:2]([F:1])([F:26])[F:27])[CH2:7][CH2:8]2)=[CH:13][CH:14]=1)[CH2:37][C:36]([O:39][CH3:40])=[O:38]. Given the reactants [F:1][C:2]([F:27])([F:26])[C:3]1[CH:25]=[CH:24][CH:23]=[CH:22][C:4]=1[O:5][CH:6]1[CH2:11][CH2:10][N:9]([C:12]2[CH:21]=[CH:20][C:15]([C:16]([NH:18][NH2:19])=[O:17])=[CH:14][CH:13]=2)[CH2:8][CH2:7]1.CC(C(Cl)=O)[C:30](Cl)=[O:31].[C:36]([O:39][CH2:40]C)(=[O:38])[CH3:37], predict the reaction product. (3) Given the reactants [S:1]1[CH:5]=[CH:4][C:3]2[C:6]([C:10]3[CH:11]=[C:12]([NH:26][C:27]4[CH:28]=[N:29][CH:30]=[CH:31][CH:32]=4)[CH:13]=[C:14]([O:16]CC4C=CC(OC)=CC=4)[CH:15]=3)=[CH:7][CH:8]=[CH:9][C:2]1=2.C1(SC)C=CC=CC=1.FC(F)(F)C(O)=O, predict the reaction product. The product is: [S:1]1[CH:5]=[CH:4][C:3]2[C:6]([C:10]3[CH:15]=[C:14]([OH:16])[CH:13]=[C:12]([NH:26][C:27]4[CH:28]=[N:29][CH:30]=[CH:31][CH:32]=4)[CH:11]=3)=[CH:7][CH:8]=[CH:9][C:2]1=2. (4) Given the reactants [C:1]([O:5][C:6]([N:8]1[CH2:13][CH2:12][N:11]([C:14]2[CH:19]=[CH:18][C:17]([N+:20]([O-])=O)=[C:16]([CH3:23])[N:15]=2)[CH2:10][C@@H:9]1[CH3:24])=[O:7])([CH3:4])([CH3:3])[CH3:2].C(OCC)(=O)C, predict the reaction product. The product is: [C:1]([O:5][C:6]([N:8]1[CH2:13][CH2:12][N:11]([C:14]2[CH:19]=[CH:18][C:17]([NH2:20])=[C:16]([CH3:23])[N:15]=2)[CH2:10][C@@H:9]1[CH3:24])=[O:7])([CH3:4])([CH3:3])[CH3:2].